Dataset: Forward reaction prediction with 1.9M reactions from USPTO patents (1976-2016). Task: Predict the product of the given reaction. (1) The product is: [CH3:1][O:2][C:3]1[CH:10]=[CH:9][C:6]([CH:7]=[C:37]2[S:36][C:35](=[O:40])[N:34]([CH2:33][CH2:32][C:27]3[CH:28]=[CH:29][CH:30]=[CH:31][N:26]=3)[C:38]2=[O:39])=[CH:5][C:4]=1[C:11]1[C:20]([CH3:21])=[CH:19][C:18]2[C:17]([CH3:23])([CH3:22])[CH2:16][CH2:15][C:14]([CH3:25])([CH3:24])[C:13]=2[CH:12]=1. Given the reactants [CH3:1][O:2][C:3]1[CH:10]=[CH:9][C:6]([CH:7]=O)=[CH:5][C:4]=1[C:11]1[C:20]([CH3:21])=[CH:19][C:18]2[C:17]([CH3:23])([CH3:22])[CH2:16][CH2:15][C:14]([CH3:25])([CH3:24])[C:13]=2[CH:12]=1.[N:26]1[CH:31]=[CH:30][CH:29]=[CH:28][C:27]=1[CH2:32][CH2:33][N:34]1[C:38](=[O:39])[CH2:37][S:36][C:35]1=[O:40], predict the reaction product. (2) Given the reactants [F:1][C:2]1[CH:9]=[C:8]([OH:10])[CH:7]=[CH:6][C:3]=1[CH:4]=O.[NH2:11][C:12]1[CH:20]=[CH:19][C:15]([C:16]([OH:18])=[O:17])=[CH:14][C:13]=1[F:21], predict the reaction product. The product is: [F:21][C:13]1[CH:14]=[C:15]([CH:19]=[CH:20][C:12]=1[NH:11][CH2:4][C:3]1[CH:6]=[CH:7][C:8]([OH:10])=[CH:9][C:2]=1[F:1])[C:16]([OH:18])=[O:17]. (3) Given the reactants C[C:2]1[CH:3]=[C:4]([CH:8]=[CH:9][N:10]=1)[C:5]([OH:7])=O.[NH2:11][CH:12]([CH3:16])[C:13]([NH2:15])=O.N1C=CC=CC=1.Cl.C(N=C=NCCCN(C)C)C, predict the reaction product. The product is: [C:13]([CH:12]([NH:11][C:5](=[O:7])[C:4]1[CH:3]=[CH:2][N:10]=[CH:9][CH:8]=1)[CH3:16])#[N:15]. (4) Given the reactants [N+:1]([C:4]1[CH:5]=[C:6]([CH:10]=[CH:11][CH:12]=1)[C:7]([OH:9])=[O:8])([O-:3])=[O:2].Cl[C:14]1[CH:19]=[CH:18][CH:17]=[CH:16][CH:15]=1.C(P(C12CC3CC(CC(C3)C1)C2)C12CC3CC(CC(C3)C1)C2)CCC.C([O-])([O-])=O.[Cs+].[Cs+], predict the reaction product. The product is: [C:14]1([C:5]2[C:4]([N+:1]([O-:3])=[O:2])=[CH:12][CH:11]=[CH:10][C:6]=2[C:7]([OH:9])=[O:8])[CH:19]=[CH:18][CH:17]=[CH:16][CH:15]=1. (5) Given the reactants I[C:2]1[CH:7]=[CH:6][CH:5]=[CH:4][N:3]=1.[CH2:8]([C:12]1[N:16]([CH:17]([CH3:19])[CH3:18])[C:15]2[CH:20]=[CH:21][CH:22]=[CH:23][C:14]=2[N:13]=1)[CH2:9][C:10]#[CH:11], predict the reaction product. The product is: [CH:17]([N:16]1[C:15]2[CH:20]=[CH:21][CH:22]=[CH:23][C:14]=2[N:13]=[C:12]1[CH2:8][CH2:9][C:10]#[C:11][C:2]1[CH:7]=[CH:6][CH:5]=[CH:4][N:3]=1)([CH3:19])[CH3:18]. (6) Given the reactants [CH3:1][C:2]1[S:3][C:4]([CH3:30])=[CH:5][C:6]=1[C:7]1[C:8]([CH3:29])=[C:9]([CH:26]=[CH:27][CH:28]=1)[CH2:10][NH:11][C:12]1[CH:25]=[CH:24][C:15]2[C@H:16]([CH2:19][C:20]([O:22]C)=[O:21])[CH2:17][O:18][C:14]=2[CH:13]=1.[OH-].[Na+], predict the reaction product. The product is: [CH3:1][C:2]1[S:3][C:4]([CH3:30])=[CH:5][C:6]=1[C:7]1[C:8]([CH3:29])=[C:9]([CH:26]=[CH:27][CH:28]=1)[CH2:10][NH:11][C:12]1[CH:25]=[CH:24][C:15]2[C@H:16]([CH2:19][C:20]([OH:22])=[O:21])[CH2:17][O:18][C:14]=2[CH:13]=1. (7) Given the reactants [F:1][C:2]1[CH:7]=[CH:6][C:5]([CH2:8][C:9]([C:11]2[CH:16]=[CH:15][N:14]=[CH:13][CH:12]=2)=[O:10])=[CH:4][CH:3]=1.Cl[C:18]1[C:23]([N+:24]([O-:26])=[O:25])=[CH:22][CH:21]=[CH:20][N:19]=1.[H-].[Na+].[Cl-].[NH4+], predict the reaction product. The product is: [F:1][C:2]1[CH:7]=[CH:6][C:5]([CH:8]([C:18]2[C:23]([N+:24]([O-:26])=[O:25])=[CH:22][CH:21]=[CH:20][N:19]=2)[C:9]([C:11]2[CH:16]=[CH:15][N:14]=[CH:13][CH:12]=2)=[O:10])=[CH:4][CH:3]=1. (8) Given the reactants [Cl:1][C:2]1[CH:3]=[C:4]([CH:8]=[CH:9][C:10]=1[Cl:11])[C:5](Cl)=[O:6].[F:12][C:13]1[CH:19]=[CH:18][C:16]([NH2:17])=[CH:15][C:14]=1[N+:20]([O-:22])=[O:21].C(N(CC)CC)C, predict the reaction product. The product is: [Cl:1][C:2]1[CH:3]=[C:4]([CH:8]=[CH:9][C:10]=1[Cl:11])[C:5]([NH:17][C:16]1[CH:18]=[CH:19][C:13]([F:12])=[C:14]([N+:20]([O-:22])=[O:21])[CH:15]=1)=[O:6]. (9) Given the reactants C([Li])CCC.[CH3:6][C:7]([SH:10])([CH3:9])[CH3:8].Br[CH2:12][CH2:13][CH2:14][CH2:15][CH2:16][CH2:17][CH2:18][CH2:19][CH2:20][CH2:21][CH2:22][CH2:23][CH2:24][CH2:25][CH2:26][CH2:27][OH:28], predict the reaction product. The product is: [C:7]([S:10][CH2:12][CH2:13][CH2:14][CH2:15][CH2:16][CH2:17][CH2:18][CH2:19][CH2:20][CH2:21][CH2:22][CH2:23][CH2:24][CH2:25][CH2:26][CH2:27][OH:28])([CH3:9])([CH3:8])[CH3:6].